Dataset: Experimentally validated miRNA-target interactions with 360,000+ pairs, plus equal number of negative samples. Task: Binary Classification. Given a miRNA mature sequence and a target amino acid sequence, predict their likelihood of interaction. (1) The miRNA is hsa-miR-6798-5p with sequence CCAGGGGGAUGGGCGAGCUUGGG. The protein sequence of the target gene is MVLRSHPFPRQDRPQGSVPRAVPGSPVGPSTSTHSEDRHGPSSSVGTVIGTGTGGLVEAGGQPQPRSSETNGSPSPDPPPGLRGEGTREKSLDPLPQAAMPRGPAQPPAQRPPGPAASSSARRSQPVPQLRKRSRCEIAPSSEQEVRPAASGDPQGEAPGEGGSPAGRSGALTEKQEEARKLMVFLQRPGGWGVVEGPRKPSSRALEPATAAALRRRLDLGSCLDVLAFAQQHGEPGLAQETYALMSDNLLRVLGDPCLYRRLSAADRERILSLRTGRGRAVLGVLVLPSLYQGGRSGLP.... Result: 0 (no interaction). (2) The miRNA is cel-miR-261 with sequence UAGCUUUUUAGUUUUCACG. The protein sequence of the target gene is MDQKLSKLVEELTTSGEPRLNPEKMKELKKICKSSEEQLSRAYRLLIAQLTQEHAEIRLSAFQIVEELFVRSHQFRMLVVSNFQEFLELTLGTDPAQPLPPPREAAQRLRQATTRAVEGWNEKFGEAYKKLALGYHFLRHNKKVDFQDTNARSLAERKREEEKQKHLDKIYQERASQAEREMQEMSGEIESCLTEVESCFRLLVPFDFDPNPETESLGMASGMSDALRSSCAGQVGPCRSGTPDPRDGEQPCCSRDLPASAGHPRAGGGAQPSQTATGDPSDEDEDSDLEEFVRSHGLGS.... Result: 0 (no interaction). (3) The miRNA is hsa-miR-515-3p with sequence GAGUGCCUUCUUUUGGAGCGUU. The protein sequence of the target gene is MSAAQGWDRNRRRGGGAAGGASGVSGAGAAGGGRGTGQLNRFVQLSGRPHLPGKKKIRWDPVRRRFIQSCPIIRIPNRFLRGHRPPPARSGHRCVADNTNLYVFGGYNPDYDESGGPDNEDYPLFRELWRYHFATGVWHQMGTDGYMPRELASMSLVLHGNNLLVFGGTGIPFGESNGNDVHVCNVKYKRWALLSCRGKRPSRIYGQAMALINGSLYVFGGTTGYIYSTDLHKLDLNTMVWTQLKPNNLSCDLPEERYRHEIAHDGQRIYILGGGTSWTAYSLNKIHAYNLETNAWEEIA.... Result: 0 (no interaction). (4) The miRNA is hsa-miR-5704 with sequence UUAGGCCAUCAUCCCAUUAUGC. The protein sequence of the target gene is MKRWQACQDLRSNTFEDAALTEHYEILTTLGQGTFGEVKLASHLVTQTKVAIKILPKSRKNSLVQPEIEIMKSLDHPHIIKLLHIIDTTRNIFIVLEHAVGGELMSRIEEFGYLAEVECHRLFKQLVYALQYCHEKGIVHRDLKPENILLDHRGNVKLTDFGLGTKIIMGQKLVTFCGTLPYCAPELFEDRGYDGRATDVWSLGVVLYFMATGCLPFNGYSYEAIKQKIIAGKYPRSFSLSPELWEVIAKLLTVNPGERPTVHDIARFKWLKPDNEASPASLGENIESHPDPSIMVLMGV.... Result: 0 (no interaction). (5) The miRNA is hsa-miR-1197 with sequence UAGGACACAUGGUCUACUUCU. The protein sequence of the target gene is MSQQHTLPVTLSPALSQELLKTVPPPVNTHQEQMKQPTPLPPPCQKVPVELPVEVPSKQEEKHMTAVKGLPEQECEQQQKEPQEQELQQQHWEQHEEYQKAENPEQQLKQEKTQRDQQLNKQLEEEKKLLDQQLDQELVKRDEQLGMKKEQLLELPEQQEGHLKHLEQQEGQLKHPEQQEGQLELPEQQEGQLELPEQQEGQLELPEQQEGQLELPEQQEGQLELPEQQEGQLELPQQQEGQLELSEQQEGQLELSEQQEGQLKHLEHQEGQLEVPEEQMGQLKYLEQQEGQLKHLDQQE.... Result: 0 (no interaction). (6) The miRNA is hsa-miR-3908 with sequence GAGCAAUGUAGGUAGACUGUUU. The protein sequence of the target gene is MGDWMTVTDPVLCTENKNLSQYTSETKMSPSSLYSQQVLCSSVPLSKNVHGVFGVFCTGENIEQSISYLDQELTTFGFPSLYEESKSKEAKRELNIVAVLNCMNELLVLQRKNLLAQESVETQNLKLGSDMDHLQSCYAKLKEQLETSRREMIGLQERDRQLQCKNRSLHQLLKNEKDEVQKLQNIIASRATQYNHDVKRKEREYNKLKERLHQLVMNKKDKNIAMDVLNYVGRADGKRGSWRTDKTEARNEDEMYKILLNDYEYRQKQILMENAELKKVLQQMKKEMISLLSPQKKKPR.... Result: 0 (no interaction). (7) The miRNA is ath-miR774a with sequence UUGGUUACCCAUAUGGCCAUC. The protein sequence of the target gene is MGFLHQLQLLLWKNVTLKRRSPWVLAFEIFIPLVLFFILLGLRQKKPTISVKEAFYTAAPLTSAGILPVMQSLCPDGQRDEFGFLQYANSTVTQLLERLDRVVEEGNLFDPARPSLGSELEALRQHLEALSAGPGTSGSHLDRSTVSSFSLDSVARNPQELWRFLTQNLSLPNSTAQALLAARVDPPEVYHLLFGPSSALDSQSGLHKGQEPWSRLGGNPLFRMEELLLAPALLEQLTCTPGSGELGRILTVPESQKGALQGYRDAVCSGQAAARARRFSGLSAELRNQLDVAKVSQQLG.... Result: 0 (no interaction).